From a dataset of Cav3 T-type calcium channel HTS with 100,875 compounds. Binary Classification. Given a drug SMILES string, predict its activity (active/inactive) in a high-throughput screening assay against a specified biological target. (1) The drug is s1c2c(CCCC2)c2c1ncnc2SCC(=O)N1CCC(CC1)c1noc2c1cc(F)cc2. The result is 0 (inactive). (2) The compound is FC(F)(F)COC(=O)C1C(CCCC1)C(=O)NCc1oc(cc1)C(OCC)=O. The result is 0 (inactive).